This data is from Catalyst prediction with 721,799 reactions and 888 catalyst types from USPTO. The task is: Predict which catalyst facilitates the given reaction. (1) Product: [C:1]([O:5][C:6](=[O:37])[NH:7][CH2:8][C:9]1[CH:14]=[CH:13][CH:12]=[C:11]([C:15]2[CH:16]=[N:17][CH:18]=[C:19]([O:21][CH2:22][C@@H:23]3[CH2:26][CH2:25][NH:24]3)[CH:20]=2)[CH:10]=1)([CH3:4])([CH3:2])[CH3:3]. The catalyst class is: 19. Reactant: [C:1]([O:5][C:6](=[O:37])[NH:7][CH2:8][C:9]1[CH:14]=[CH:13][CH:12]=[C:11]([C:15]2[CH:16]=[N:17][CH:18]=[C:19]([O:21][CH2:22][C@@H:23]3[CH2:26][CH2:25][N:24]3C(OCC3C=CC=CC=3)=O)[CH:20]=2)[CH:10]=1)([CH3:4])([CH3:3])[CH3:2]. (2) Reactant: C(OC(=O)C)C.[C:7]([O:11][C:12]([NH:14][CH2:15][CH2:16][O:17][C:18](=[O:32])[CH2:19][O:20][C:21]1[CH:26]=[CH:25][C:24]([CH2:27][CH2:28][CH2:29][CH2:30][NH2:31])=[CH:23][CH:22]=1)=[O:13])([CH3:10])([CH3:9])[CH3:8].C(N(CC)CC)C.I.[NH2:41][C:42]1[C:43]([C:50]([NH:52][C:53](=[NH:56])SC)=[O:51])=[N:44][C:45]([Cl:49])=[C:46]([NH2:48])[N:47]=1. Product: [C:7]([O:11][C:12]([NH:14][CH2:15][CH2:16][O:17][C:18](=[O:32])[CH2:19][O:20][C:21]1[CH:22]=[CH:23][C:24]([CH2:27][CH2:28][CH2:29][CH2:30][NH:31][C:53]([NH2:56])=[N:52][C:50]([C:43]2[C:42]([NH2:41])=[N:47][C:46]([NH2:48])=[C:45]([Cl:49])[N:44]=2)=[O:51])=[CH:25][CH:26]=1)=[O:13])([CH3:10])([CH3:8])[CH3:9]. The catalyst class is: 1. (3) The catalyst class is: 4. Reactant: C(OC([N:8]1[CH2:17][C:16]2[CH:15]=[N:14][C:13]3[NH:18][N:19]=[C:20]([C:21]4[CH:26]=[CH:25][CH:24]=[C:23]([CH2:27][NH:28]C(OC(C)(C)C)=O)[CH:22]=4)[C:12]=3[C:11]=2[CH2:10][CH2:9]1)=O)(C)(C)C.[F:36][C:37]([F:42])([F:41])[C:38]([OH:40])=[O:39]. Product: [C:20]1([C:21]2[CH:22]=[C:23]([CH:24]=[CH:25][CH:26]=2)[CH2:27][NH2:28])[C:12]2[C:11]3[CH2:10][CH2:9][NH:8][CH2:17][C:16]=3[CH:15]=[N:14][C:13]=2[NH:18][N:19]=1.[C:38]([OH:40])([C:37]([F:42])([F:41])[F:36])=[O:39]. (4) Reactant: [CH2:1]([O:3][C:4]([C:6]1[CH:10]=[C:9]([CH3:11])[N:8]([CH2:12][C:13]2[CH:18]=[C:17]([Cl:19])[CH:16]=[CH:15][C:14]=2[OH:20])[N:7]=1)=[O:5])[CH3:2].C(=O)([O-])[O-].[K+].[K+].[I-].[K+].[Cl:29][C:30]1[CH:37]=[CH:36][C:33]([CH2:34]Br)=[CH:32][CH:31]=1. Product: [CH2:1]([O:3][C:4]([C:6]1[CH:10]=[C:9]([CH3:11])[N:8]([CH2:12][C:13]2[CH:18]=[C:17]([Cl:19])[CH:16]=[CH:15][C:14]=2[O:20][CH2:34][C:33]2[CH:36]=[CH:37][C:30]([Cl:29])=[CH:31][CH:32]=2)[N:7]=1)=[O:5])[CH3:2]. The catalyst class is: 18. (5) Reactant: [F:1][C:2]1[CH:3]=[CH:4][C:5]([O:12][CH3:13])=[C:6]([C:8](=[N:10][OH:11])[NH2:9])[CH:7]=1.[OH:14][CH2:15][C:16]1[CH:21]=[C:20]([C:22](O)=O)[CH:19]=[CH:18][C:17]=1[C:25]1[CH:30]=[CH:29][CH:28]=[CH:27][C:26]=1[CH3:31].Cl.C(N=C=NCCCN(C)C)C.CCN(C(C)C)C(C)C. Product: [F:1][C:2]1[CH:3]=[CH:4][C:5]([O:12][CH3:13])=[C:6]([C:8]2[N:9]=[C:22]([C:20]3[CH:19]=[CH:18][C:17]([C:25]4[CH:30]=[CH:29][CH:28]=[CH:27][C:26]=4[CH3:31])=[C:16]([CH2:15][OH:14])[CH:21]=3)[O:11][N:10]=2)[CH:7]=1. The catalyst class is: 577. (6) Reactant: C(OC([N:8]1[C:16]2C(=CC=C(Cl)C=2)/[C:10](=[CH:18]/[C:19]2[CH:24]=[CH:23][CH:22]=[C:21]([Cl:25])[CH:20]=2)/[C:9]1=[O:26])=O)(C)(C)C.ClC1C(F)=CC(OC2CCOCC2)=C(C=[N:35]C(O[Si](C)(C)C)=C)C=1.F[C:52](F)(F)[C:53]([OH:55])=O.[C:58]1(C)[CH:63]=[CH:62][CH:61]=[CH:60][CH:59]=1. Product: [Cl:25][C:21]1[CH:20]=[C:19]([CH:18]2[CH2:10][C:9](=[O:26])[NH:8][CH2:16][C:52]32[C:63]2[C:58](=[CH:59][CH:60]=[CH:61][CH:62]=2)[NH:35][C:53]3=[O:55])[CH:24]=[CH:23][CH:22]=1. The catalyst class is: 4. (7) Reactant: [BH4-].[Na+].[F:3][C:4]1[CH:32]=[CH:31][CH:30]=[C:29]([F:33])[C:5]=1[CH2:6][O:7][C:8]1[C:9]2[N:10]([C:15]([C:19]3[O:23][N:22]=[C:21]([C:24](OCC)=[O:25])[CH:20]=3)=[C:16]([CH3:18])[N:17]=2)[CH:11]=[C:12]([CH3:14])[CH:13]=1. Product: [F:33][C:29]1[CH:30]=[CH:31][CH:32]=[C:4]([F:3])[C:5]=1[CH2:6][O:7][C:8]1[C:9]2[N:10]([C:15]([C:19]3[O:23][N:22]=[C:21]([CH2:24][OH:25])[CH:20]=3)=[C:16]([CH3:18])[N:17]=2)[CH:11]=[C:12]([CH3:14])[CH:13]=1. The catalyst class is: 8.